Dataset: Full USPTO retrosynthesis dataset with 1.9M reactions from patents (1976-2016). Task: Predict the reactants needed to synthesize the given product. (1) Given the product [S:8]([O:11][CH2:12][CH2:13][O:14][CH2:15][CH2:16][O:17][CH2:18][CH2:19][O:20][CH2:21][C:22]([OH:24])=[O:23])([C:5]1[CH:4]=[CH:3][C:2]([CH3:1])=[CH:7][CH:6]=1)(=[O:9])=[O:10], predict the reactants needed to synthesize it. The reactants are: [CH3:1][C:2]1[CH:7]=[CH:6][C:5]([S:8]([O:11][CH2:12][CH2:13][O:14][CH2:15][CH2:16][O:17][CH2:18][CH2:19][O:20][CH2:21][C:22]([O:24]CC)=[O:23])(=[O:10])=[O:9])=[CH:4][CH:3]=1.[OH-].[Na+].Cl. (2) The reactants are: [NH2:1][C@@H:2]([CH3:18])[CH2:3][N:4]1[CH:8]=[CH:7][C:6]([C:9]2[CH:16]=[CH:15][C:12]([C:13]#[N:14])=[C:11]([Cl:17])[CH:10]=2)=[N:5]1.[N:19]1[CH:24]=[CH:23][C:22]([N:25]2[CH:29]=[CH:28][C:27]([C:30](O)=[O:31])=[N:26]2)=[CH:21][CH:20]=1.CCN(C(C)C)C(C)C.C1C=C2N=NN(O)C2=CC=1.O.CCN=C=NCCCN(C)C. Given the product [Cl:17][C:11]1[CH:10]=[C:9]([C:6]2[CH:7]=[CH:8][N:4]([CH2:3][C@@H:2]([NH:1][C:30]([C:27]3[CH:28]=[CH:29][N:25]([C:22]4[CH:23]=[CH:24][N:19]=[CH:20][CH:21]=4)[N:26]=3)=[O:31])[CH3:18])[N:5]=2)[CH:16]=[CH:15][C:12]=1[C:13]#[N:14], predict the reactants needed to synthesize it. (3) Given the product [C:12]([NH2:31])(=[O:30])[CH2:13][CH2:14][CH2:15][CH2:16][CH2:17][CH2:18][CH3:19], predict the reactants needed to synthesize it. The reactants are: ClC1C=CC=C(C(OO)=O)C=1.[C:12]([NH2:31])(=[O:30])[CH2:13][CH2:14][CH2:15][CH2:16][CH2:17][CH2:18][CH2:19]/C=C\CCCCCCCC.S([O-])([O-])(=O)=S.[Na+].[Na+]. (4) Given the product [F:31][C:32]1[C:37]([C:15]2[CH2:20][CH2:19][CH:18]([OH:21])[CH2:17][CH:16]=2)=[CH:36][CH:35]=[CH:34][N:33]=1, predict the reactants needed to synthesize it. The reactants are: [O-]P([O-])([O-])=O.[K+].[K+].[K+].FC(F)(F)S(O[C:15]1[CH2:20][CH2:19][CH:18]([O:21][Si](C(C)(C)C)(C)C)[CH2:17][CH:16]=1)(=O)=O.[F:31][C:32]1[C:37](B(O)O)=[CH:36][CH:35]=[CH:34][N:33]=1. (5) Given the product [CH3:1][O:2][C:3]1[CH:26]=[CH:25][C:6]([CH2:7][O:8][C@H:9]([CH2:14][CH2:15][CH2:16][CH2:17][CH2:18][CH2:19][CH2:20][CH2:21][CH2:22][CH2:23][CH3:24])[CH2:10][C:11]([Cl:35])=[O:12])=[CH:5][CH:4]=1, predict the reactants needed to synthesize it. The reactants are: [CH3:1][O:2][C:3]1[CH:26]=[CH:25][C:6]([CH2:7][O:8][C@H:9]([CH2:14][CH2:15][CH2:16][CH2:17][CH2:18][CH2:19][CH2:20][CH2:21][CH2:22][CH2:23][CH3:24])[CH2:10][C:11](O)=[O:12])=[CH:5][CH:4]=1.CN(C)C=O.C(Cl)(=O)C([Cl:35])=O. (6) Given the product [OH:8][C:9]1[CH:10]=[CH:11][C:12]([CH2:13][CH:21]([O:20][CH:17]([CH3:19])[CH3:18])[C:22]([O:24][CH2:25][CH3:26])=[O:23])=[CH:15][CH:16]=1, predict the reactants needed to synthesize it. The reactants are: [CH2:13]([O:8][C:9]1[CH:16]=[CH:15][C:12]([CH:13]=[O:8])=[CH:11][CH:10]=1)[C:12]1[CH:15]=[CH:16][CH:9]=[CH:10][CH:11]=1.[CH:17]([O:20][CH:21](P(OCC)(OCC)=O)[C:22]([O:24][CH2:25][CH3:26])=[O:23])([CH3:19])[CH3:18].